This data is from Catalyst prediction with 721,799 reactions and 888 catalyst types from USPTO. The task is: Predict which catalyst facilitates the given reaction. (1) Reactant: Cl.[N:2]1[CH:3]=[C:4]([C:11]2[C:12](=[O:32])[NH:13][C:14](=[O:31])[C:15]=2[C:16]2[C:24]3[C:19](=[CH:20][CH:21]=[CH:22][CH:23]=3)[N:18]([CH:25]3[CH2:30][CH2:29][NH:28][CH2:27][CH2:26]3)[CH:17]=2)[N:5]2[CH:10]=[CH:9][CH:8]=[CH:7][C:6]=12.Cl.[C:34](O[C:34](=[O:37])[CH2:35][CH3:36])(=[O:37])[CH2:35][CH3:36].C(N(CC)CC)C. Product: [N:2]1[CH:3]=[C:4]([C:11]2[C:12](=[O:32])[NH:13][C:14](=[O:31])[C:15]=2[C:16]2[C:24]3[C:19](=[CH:20][CH:21]=[CH:22][CH:23]=3)[N:18]([CH:25]3[CH2:30][CH2:29][N:28]([C:34](=[O:37])[CH2:35][CH3:36])[CH2:27][CH2:26]3)[CH:17]=2)[N:5]2[CH:10]=[CH:9][CH:8]=[CH:7][C:6]=12. The catalyst class is: 5. (2) Reactant: [CH3:1][NH2:2].Cl[CH2:4][CH2:5][O:6][C:7]1[C:15]2[C:10](=[N:11][CH:12]=[N:13][C:14]=2[NH:16][C:17]2[CH:22]=[CH:21][C:20]([O:23][CH2:24][C:25]3[CH:30]=[CH:29][CH:28]=[C:27]([F:31])[CH:26]=3)=[C:19]([Cl:32])[CH:18]=2)[NH:9][N:8]=1. Product: [Cl:32][C:19]1[CH:18]=[C:17]([NH:16][C:14]2[N:13]=[CH:12][N:11]=[C:10]3[NH:9][N:8]=[C:7]([O:6][CH2:5][CH2:4][NH:2][CH3:1])[C:15]=23)[CH:22]=[CH:21][C:20]=1[O:23][CH2:24][C:25]1[CH:30]=[CH:29][CH:28]=[C:27]([F:31])[CH:26]=1. The catalyst class is: 97. (3) Reactant: [C:1]([O:5][C:6]([N:8]1[CH2:12][CH:11]([CH2:13][OH:14])[CH2:10][CH:9]1[C:15]([O:17][C:18]([CH3:21])([CH3:20])[CH3:19])=[O:16])=[O:7])([CH3:4])([CH3:3])[CH3:2].C1(P(C2C=CC=CC=2)C2C=CC=CC=2)C=CC=CC=1.[F:41][C:42]1[CH:43]=[C:44](O)[CH:45]=[CH:46][CH:47]=1.CC(OC(/N=N/C(OC(C)C)=O)=O)C. Product: [C:1]([O:5][C:6]([N:8]1[CH2:12][CH:11]([CH2:13][O:14][C:46]2[CH:45]=[CH:44][CH:43]=[C:42]([F:41])[CH:47]=2)[CH:10]=[C:9]1[C:15]([O:17][C:18]([CH3:21])([CH3:20])[CH3:19])=[O:16])=[O:7])([CH3:3])([CH3:4])[CH3:2]. The catalyst class is: 7.